Task: Predict which catalyst facilitates the given reaction.. Dataset: Catalyst prediction with 721,799 reactions and 888 catalyst types from USPTO (1) Reactant: [O:1]1[C:6]2[CH:7]=[CH:8][C:9]([C:11]3[C:16]([N:17]4[CH:21]=[CH:20][C:19]([C:22]5[CH:27]=[CH:26][CH:25]=[CH:24][CH:23]=5)=[N:18]4)=[CH:15][CH:14]=[C:13]([C:28]([F:31])([F:30])[F:29])[C:12]=3[C:32](=[O:37])[C:33]([O:35][CH3:36])=[O:34])=[CH:10][C:5]=2[CH2:4][CH2:3][CH2:2]1.[BH4-].[Na+].O. Product: [O:1]1[C:6]2[CH:7]=[CH:8][C:9]([C:11]3[C:16]([N:17]4[CH:21]=[CH:20][C:19]([C:22]5[CH:27]=[CH:26][CH:25]=[CH:24][CH:23]=5)=[N:18]4)=[CH:15][CH:14]=[C:13]([C:28]([F:29])([F:30])[F:31])[C:12]=3[CH:32]([OH:37])[C:33]([O:35][CH3:36])=[O:34])=[CH:10][C:5]=2[CH2:4][CH2:3][CH2:2]1. The catalyst class is: 5. (2) Reactant: CC1C=C(C)C=C(C)C=1S([O-])(=O)=O.[NH2:14][N:15]1[C:20]([CH3:21])=[C:19]([Cl:22])[CH:18]=[C:17]([CH3:23])[C:16]1=[NH2+:24].[CH:25]([CH:27]1[CH2:29][CH:28]1[C:30]([O:32]CC)=[O:31])=O.[OH-].[K+].[Li+].[OH-]. Product: [Cl:22][C:19]1[CH:18]=[C:17]([CH3:23])[C:16]2[N:15]([N:14]=[C:25]([CH:27]3[CH2:29][CH:28]3[C:30]([OH:32])=[O:31])[N:24]=2)[C:20]=1[CH3:21]. The catalyst class is: 111. (3) Reactant: [F:1][C:2]1[CH:3]=[C:4]([CH:8]=[CH:9][C:10]=1[CH3:11])[C:5]([OH:7])=[O:6].[C:12](=O)([O-])[O-].[K+].[K+].S(OC)(OC)(=O)=O. Product: [CH3:12][O:6][C:5](=[O:7])[C:4]1[CH:8]=[CH:9][C:10]([CH3:11])=[C:2]([F:1])[CH:3]=1. The catalyst class is: 21. (4) Reactant: C([O:4][C:5]1[CH:10]=[CH:9][C:8]([O:11][Si:12]([C:25]([CH3:28])([CH3:27])[CH3:26])([C:19]2[CH:24]=[CH:23][CH:22]=[CH:21][CH:20]=2)[C:13]2[CH:18]=[CH:17][CH:16]=[CH:15][CH:14]=2)=[C:7]([F:29])[CH:6]=1)(=O)C.[OH-].[Na+].Cl. Product: [Si:12]([O:11][C:8]1[CH:9]=[CH:10][C:5]([OH:4])=[CH:6][C:7]=1[F:29])([C:25]([CH3:28])([CH3:27])[CH3:26])([C:19]1[CH:20]=[CH:21][CH:22]=[CH:23][CH:24]=1)[C:13]1[CH:14]=[CH:15][CH:16]=[CH:17][CH:18]=1. The catalyst class is: 5. (5) Reactant: C([C:4]1[C:9](=[O:10])[CH:8]=[CH:7][C:6](=[O:11])[C:5]=1[CH:12]([CH3:14])[CH3:13])(C)C.[BH4-].[Na+].[CH3:17][C:18]([CH3:20])=O. Product: [CH:12]([C:5]1[CH:4]=[C:9]([OH:10])[CH:8]=[C:7]([CH:18]([CH3:20])[CH3:17])[C:6]=1[OH:11])([CH3:13])[CH3:14]. The catalyst class is: 98. (6) Reactant: C([O:3][C:4](=[O:30])[CH2:5][O:6][C:7]1[CH:12]=[CH:11][C:10]([O:13][CH2:14][CH2:15][C:16]2[N:17]=[C:18]([C:22]3[CH:27]=[CH:26][CH:25]=[CH:24][CH:23]=3)[O:19][C:20]=2[CH3:21])=[C:9]([CH2:28][CH3:29])[CH:8]=1)C.[OH-].[Na+]. Product: [CH2:28]([C:9]1[CH:8]=[C:7]([CH:12]=[CH:11][C:10]=1[O:13][CH2:14][CH2:15][C:16]1[N:17]=[C:18]([C:22]2[CH:23]=[CH:24][CH:25]=[CH:26][CH:27]=2)[O:19][C:20]=1[CH3:21])[O:6][CH2:5][C:4]([OH:30])=[O:3])[CH3:29]. The catalyst class is: 8. (7) Reactant: [NH2:1][C:2]1[C:7]([C:8]([O:10]CC)=[O:9])=[C:6]([CH3:13])[N:5]=[C:4]2[S:14][C:15]([Br:24])=[C:16]([C:17]3[CH:22]=[CH:21][CH:20]=[C:19]([Br:23])[CH:18]=3)[C:3]=12.[OH-].[Na+].C(O)=O. Product: [NH2:1][C:2]1[C:7]([C:8]([OH:10])=[O:9])=[C:6]([CH3:13])[N:5]=[C:4]2[S:14][C:15]([Br:24])=[C:16]([C:17]3[CH:22]=[CH:21][CH:20]=[C:19]([Br:23])[CH:18]=3)[C:3]=12. The catalyst class is: 58. (8) Reactant: [OH-].[Na+].C([O:5][C:6]([C:8]1[C:18]2=[C:19]3[C:14](=[CH:15][CH:16]=[CH:17]2)[CH2:13][CH2:12][CH2:11][N:10]3[CH:9]=1)=[O:7])C. Product: [C:8]1([C:6]([OH:7])=[O:5])[C:18]2=[C:19]3[C:14](=[CH:15][CH:16]=[CH:17]2)[CH2:13][CH2:12][CH2:11][N:10]3[CH:9]=1. The catalyst class is: 40. (9) Reactant: [CH:1]#[C:2][CH2:3][CH2:4][CH2:5][CH2:6][CH2:7][CH3:8].S(=O)(=O)(O)[OH:10]. Product: [CH3:1][C:2](=[O:10])[CH2:3][CH2:4][CH2:5][CH2:6][CH2:7][CH3:8]. The catalyst class is: 6.